This data is from NCI-60 drug combinations with 297,098 pairs across 59 cell lines. The task is: Regression. Given two drug SMILES strings and cell line genomic features, predict the synergy score measuring deviation from expected non-interaction effect. (1) Drug 2: CN1C2=C(C=C(C=C2)N(CCCl)CCCl)N=C1CCCC(=O)O.Cl. Cell line: IGROV1. Drug 1: CCC1=CC2CC(C3=C(CN(C2)C1)C4=CC=CC=C4N3)(C5=C(C=C6C(=C5)C78CCN9C7C(C=CC9)(C(C(C8N6C)(C(=O)OC)O)OC(=O)C)CC)OC)C(=O)OC.C(C(C(=O)O)O)(C(=O)O)O. Synergy scores: CSS=28.2, Synergy_ZIP=-2.57, Synergy_Bliss=-2.38, Synergy_Loewe=-37.6, Synergy_HSA=-0.748. (2) Drug 1: CS(=O)(=O)C1=CC(=C(C=C1)C(=O)NC2=CC(=C(C=C2)Cl)C3=CC=CC=N3)Cl. Drug 2: C1=CC=C(C(=C1)C(C2=CC=C(C=C2)Cl)C(Cl)Cl)Cl. Cell line: SNB-75. Synergy scores: CSS=5.60, Synergy_ZIP=0.313, Synergy_Bliss=4.17, Synergy_Loewe=2.35, Synergy_HSA=2.03. (3) Drug 2: CC1C(C(CC(O1)OC2CC(OC(C2O)C)OC3=CC4=CC5=C(C(=O)C(C(C5)C(C(=O)C(C(C)O)O)OC)OC6CC(C(C(O6)C)O)OC7CC(C(C(O7)C)O)OC8CC(C(C(O8)C)O)(C)O)C(=C4C(=C3C)O)O)O)O. Drug 1: C1=CC(=CC=C1CC(C(=O)O)N)N(CCCl)CCCl.Cl. Synergy scores: CSS=3.42, Synergy_ZIP=2.27, Synergy_Bliss=2.79, Synergy_Loewe=-1.56, Synergy_HSA=-1.17. Cell line: UACC-257.